Dataset: Reaction yield outcomes from USPTO patents with 853,638 reactions. Task: Predict the reaction yield, written as a fraction of the theoretical maximum amount of product (1.0 means a 100% yield; for example, 0.34 means a 34% yield). (1) The reactants are [O-:1][N+:2]1[C:11]2[C:6](=[CH:7][CH:8]=[CH:9][CH:10]=2)[C:5]2[N:12]3[C@@H:18]([CH2:19][CH2:20][CH2:21][NH:22][C:23](=[O:29])[O:24][C:25]([CH3:28])([CH3:27])[CH3:26])[CH2:17][O:16][CH2:15][C:13]3=[N:14][C:4]=2[CH:3]=1.[NH4+:30].[OH-].C1(C)C=CC(S(Cl)(=O)=O)=CC=1.O. The catalyst is C(Cl)Cl. The product is [NH4+:2].[OH-:1].[NH2:30][C:3]1[C:4]2[N:14]=[C:13]3[CH2:15][O:16][CH2:17][C@H:18]([CH2:19][CH2:20][CH2:21][NH:22][C:23](=[O:29])[O:24][C:25]([CH3:28])([CH3:27])[CH3:26])[N:12]3[C:5]=2[C:6]2[C:11](=[CH:10][CH:9]=[CH:8][CH:7]=2)[N:2]=1. The yield is 0.00400. (2) The reactants are [OH:1][C@H:2]([CH2:28][CH:29]([CH3:31])[CH3:30])[C:3]([N:5]1[CH2:10][CH2:9][N:8]([C:11]2[C:20]3[C:15](=[CH:16][CH:17]=[CH:18][CH:19]=3)[N:14]=[C:13]([C:21]3[CH:26]=[CH:25][CH:24]=[CH:23][C:22]=3[OH:27])[N:12]=2)[CH2:7][CH2:6]1)=[O:4].CCOCC.[ClH:37]. The catalyst is C(Cl)Cl. The product is [ClH:37].[OH:1][C@H:2]([CH2:28][CH:29]([CH3:31])[CH3:30])[C:3]([N:5]1[CH2:10][CH2:9][N:8]([C:11]2[C:20]3[C:15](=[CH:16][CH:17]=[CH:18][CH:19]=3)[N:14]=[C:13]([C:21]3[CH:26]=[CH:25][CH:24]=[CH:23][C:22]=3[OH:27])[N:12]=2)[CH2:7][CH2:6]1)=[O:4]. The yield is 0.910. (3) The reactants are Br[C:2]1[CH:3]=[C:4]2[C:9](=[N:10][CH:11]=1)[NH:8][CH2:7][CH2:6][CH:5]2[O:12][C:13]1[CH:18]=[CH:17][CH:16]=[C:15]([Cl:19])[CH:14]=1.[O:20]1[CH2:25][CH2:24][N:23]([C:26]2[CH:31]=[CH:30][C:29](B(O)O)=[CH:28][CH:27]=2)[CH2:22][CH2:21]1. The catalyst is C(OCC)(=O)C.CCCCCC. The product is [Cl:19][C:15]1[CH:14]=[C:13]([CH:18]=[CH:17][CH:16]=1)[O:12][CH:5]1[C:4]2[C:9](=[N:10][CH:11]=[C:2]([C:29]3[CH:28]=[CH:27][C:26]([N:23]4[CH2:22][CH2:21][O:20][CH2:25][CH2:24]4)=[CH:31][CH:30]=3)[CH:3]=2)[NH:8][CH2:7][CH2:6]1. The yield is 0.730. (4) The reactants are C(O[C:6]([N:8]1[CH2:13][CH2:12][N:11](C2C(=O)N(CC(C)C)N=C(C3C=CC(C)=C(F)C=3)C=2C)[CH2:10][CH2:9]1)=O)(C)(C)C.[CH:34]1([N:37]2[C:42](=[O:43])[C:41]([CH2:44]OS(C)(=O)=O)=[CH:40][C:39]([C:50]3[CH:55]=[CH:54][C:53]([S:56]([CH3:58])=[O:57])=[CH:52][CH:51]=3)=[N:38]2)[CH2:36][CH2:35]1.[CH3:59]N1CCNCC1. No catalyst specified. The product is [CH:35]1([CH2:34][N:37]2[C:42](=[O:43])[C:41]([CH2:44][N:11]3[CH2:12][CH2:13][N:8]([CH3:6])[CH2:9][CH2:10]3)=[CH:40][C:39]([C:50]3[CH:55]=[CH:54][C:53]([S:56]([CH3:58])=[O:57])=[CH:52][CH:51]=3)=[N:38]2)[CH2:59][CH2:36]1. The yield is 0.606. (5) The reactants are [BH4-].[Na+].[Cl:3][C:4]1[CH:9]=[CH:8][CH:7]=[C:6]([F:10])[C:5]=1[CH:11]1[N:16]2[N:17]=[CH:18][N:19]=[C:15]2[NH:14][C:13]([C:20]2[CH:25]=[CH:24][C:23]([Cl:26])=[CH:22][CH:21]=2)=[CH:12]1. The catalyst is CO.O. The product is [Cl:3][C:4]1[CH:9]=[CH:8][CH:7]=[C:6]([F:10])[C:5]=1[C@H:11]1[N:16]2[N:17]=[CH:18][N:19]=[C:15]2[NH:14][C@@H:13]([C:20]2[CH:25]=[CH:24][C:23]([Cl:26])=[CH:22][CH:21]=2)[CH2:12]1. The yield is 0.890. (6) The reactants are [CH3:1][C:2]1[CH:7]=[CH:6][N:5]=[CH:4][C:3]=1[N:8]1[CH2:12][CH2:11][NH:10][C:9]1=[O:13].[F:14][C:15]1[CH:20]=[CH:19][C:18]([C:21]2[CH:26]=[CH:25][C:24](I)=[CH:23][CH:22]=2)=[CH:17][CH:16]=1.N[C@@H]1CCCC[C@H]1N.P([O-])([O-])([O-])=O.[K+].[K+].[K+]. The catalyst is [Cu](I)I.O1CCOCC1. The product is [F:14][C:15]1[CH:16]=[CH:17][C:18]([C:21]2[CH:26]=[CH:25][C:24]([N:10]3[CH2:11][CH2:12][N:8]([C:3]4[CH:4]=[N:5][CH:6]=[CH:7][C:2]=4[CH3:1])[C:9]3=[O:13])=[CH:23][CH:22]=2)=[CH:19][CH:20]=1. The yield is 0.123. (7) The reactants are C([Li])CCC.Br[C:7]1[CH:8]=[N:9][CH:10]=[C:11]([C:13]2[CH:17]=[C:16]([O:18][C:19]3[CH:24]=[CH:23][C:22]([C:25]([F:28])([F:27])[F:26])=[CH:21][CH:20]=3)[N:15]([CH2:29][CH3:30])[N:14]=2)[CH:12]=1.[CH3:31][C:32]([S:35]([N:37]=[C:38]1[CH2:41][O:40][CH2:39]1)=[O:36])([CH3:34])[CH3:33]. The catalyst is O1CCCC1. The product is [CH2:29]([N:15]1[C:16]([O:18][C:19]2[CH:24]=[CH:23][C:22]([C:25]([F:28])([F:27])[F:26])=[CH:21][CH:20]=2)=[CH:17][C:13]([C:11]2[CH:12]=[C:7]([C:38]3([NH:37][S:35]([C:32]([CH3:34])([CH3:33])[CH3:31])=[O:36])[CH2:41][O:40][CH2:39]3)[CH:8]=[N:9][CH:10]=2)=[N:14]1)[CH3:30]. The yield is 0.570. (8) The reactants are [ClH:1].[CH3:2][N:3]([CH3:25])[C:4]1([C:20]2[S:21][CH:22]=[CH:23][CH:24]=2)[CH2:9][CH2:8][N:7]([CH2:10][CH2:11][NH:12]C(=O)OC(C)(C)C)[CH2:6][CH2:5]1.CO.C(Cl)(Cl)[Cl:29]. The catalyst is C(Cl)(Cl)Cl. The product is [ClH:29].[ClH:1].[ClH:29].[NH2:12][CH2:11][CH2:10][N:7]1[CH2:8][CH2:9][C:4]([C:20]2[S:21][CH:22]=[CH:23][CH:24]=2)([N:3]([CH3:25])[CH3:2])[CH2:5][CH2:6]1. The yield is 0.970. (9) The reactants are [CH3:1][C@@:2]1([C:8]2[CH:17]=[CH:16][C:15]3[C:10](=[CH:11][CH:12]=[C:13]([O:18][CH:19]4[CH2:24][CH2:23][C:22]5([CH2:29][CH2:28][CH2:27][CH2:26][CH2:25]5)[CH2:21][CH2:20]4)[CH:14]=3)[CH:9]=2)[CH2:6][O:5]C(=O)[NH:3]1.[OH-].[Li+].C(O)C.O. No catalyst specified. The product is [NH2:3][C@@:2]([C:8]1[CH:17]=[CH:16][C:15]2[C:10](=[CH:11][CH:12]=[C:13]([O:18][CH:19]3[CH2:24][CH2:23][C:22]4([CH2:29][CH2:28][CH2:27][CH2:26][CH2:25]4)[CH2:21][CH2:20]3)[CH:14]=2)[CH:9]=1)([CH3:1])[CH2:6][OH:5]. The yield is 0.312.